Dataset: Peptide-MHC class I binding affinity with 185,985 pairs from IEDB/IMGT. Task: Regression. Given a peptide amino acid sequence and an MHC pseudo amino acid sequence, predict their binding affinity value. This is MHC class I binding data. (1) The peptide sequence is IEAGDEVFF. The MHC is HLA-B44:02 with pseudo-sequence HLA-B44:02. The binding affinity (normalized) is 0.196. (2) The peptide sequence is KKSVYTCAI. The MHC is H-2-Kb with pseudo-sequence H-2-Kb. The binding affinity (normalized) is 0.101. (3) The peptide sequence is TQIPRQMVL. The MHC is HLA-A02:19 with pseudo-sequence HLA-A02:19. The binding affinity (normalized) is 0.0847. (4) The peptide sequence is LSPRTLNAW. The MHC is HLA-B54:01 with pseudo-sequence HLA-B54:01. The binding affinity (normalized) is 0. (5) The peptide sequence is KRLLLKLDF. The MHC is HLA-A30:01 with pseudo-sequence HLA-A30:01. The binding affinity (normalized) is 0.0847. (6) The peptide sequence is ELIKELPGY. The binding affinity (normalized) is 0.0847. The MHC is HLA-A02:19 with pseudo-sequence HLA-A02:19. (7) The peptide sequence is YVSAITQAER. The MHC is HLA-A68:01 with pseudo-sequence HLA-A68:01. The binding affinity (normalized) is 0.754.